From a dataset of Aqueous solubility values for 9,982 compounds from the AqSolDB database. Regression/Classification. Given a drug SMILES string, predict its absorption, distribution, metabolism, or excretion properties. Task type varies by dataset: regression for continuous measurements (e.g., permeability, clearance, half-life) or binary classification for categorical outcomes (e.g., BBB penetration, CYP inhibition). For this dataset (solubility_aqsoldb), we predict Y. The Y is -2.02 log mol/L. The molecule is C=C(C)C(=O)OCCOCCOCCCC.